From a dataset of Full USPTO retrosynthesis dataset with 1.9M reactions from patents (1976-2016). Predict the reactants needed to synthesize the given product. (1) Given the product [C:15]([O:14][CH:8]1[CH2:13][CH2:12][CH2:11][CH2:10][CH2:9]1)(=[O:22])[C:16]1[CH:21]=[CH:20][CH:19]=[CH:18][CH:17]=1.[CH:8]1([C:17]2[CH:18]=[CH:19][CH:20]=[CH:21][C:16]=2[C:15]([NH2:7])=[O:23])[CH2:13][CH2:12][CH2:11][CH2:10][CH2:9]1, predict the reactants needed to synthesize it. The reactants are: C1([NH2:7])CCCCC1.[CH:8]1([OH:14])[CH2:13][CH2:12][CH2:11][CH2:10][CH2:9]1.[C:15]([O:23]C)(=[O:22])[C:16]1[CH:21]=[CH:20][CH:19]=[CH:18][CH:17]=1. (2) Given the product [CH:46]1([NH:49][CH2:39][CH2:38][N:26]2[CH:27]=[C:28]([C:30]3[CH:35]=[CH:34][C:33]([F:36])=[C:32]([CH3:37])[CH:31]=3)[N:29]=[C:25]2[CH:22]2[CH2:23][CH2:24][N:19]([C:18]3[N:17]=[CH:16][N:15]=[C:14]([NH2:45])[C:13]=3[C:11]3[CH:10]=[N:9][NH:8][CH:12]=3)[CH2:20][CH2:21]2)[CH2:48][CH2:47]1, predict the reactants needed to synthesize it. The reactants are: C(OC([N:8]1[CH:12]=[C:11]([C:13]2[C:14]([NH2:45])=[N:15][CH:16]=[N:17][C:18]=2[N:19]2[CH2:24][CH2:23][CH:22]([C:25]3[N:26]([CH2:38][CH2:39]OS(C)(=O)=O)[CH:27]=[C:28]([C:30]4[CH:35]=[CH:34][C:33]([F:36])=[C:32]([CH3:37])[CH:31]=4)[N:29]=3)[CH2:21][CH2:20]2)[CH:10]=[N:9]1)=O)(C)(C)C.[CH:46]1([NH2:49])[CH2:48][CH2:47]1. (3) The reactants are: [NH2:1][C:2]1[N:6]([C:7]2[CH:12]=[CH:11][CH:10]=[CH:9][CH:8]=2)[N:5]=[CH:4][C:3]=1[C:13]([O:15]CC)=[O:14].[H-].[Na+].Br[CH2:21][CH3:22].Cl. Given the product [CH2:21]([NH:1][C:2]1[N:6]([C:7]2[CH:8]=[CH:9][CH:10]=[CH:11][CH:12]=2)[N:5]=[CH:4][C:3]=1[C:13]([OH:15])=[O:14])[CH3:22], predict the reactants needed to synthesize it. (4) Given the product [C:1]1(/[C:7](/[C:9]2[CH:10]=[N:11][C:12]3[C:17]([C:18]=2[C:19]2[CH:24]=[CH:23][CH:22]=[CH:21][CH:20]=2)=[CH:16][CH:15]=[CH:14][C:13]=3[C:25]([F:28])([F:27])[F:26])=[N:30]\[OH:31])[CH:6]=[CH:5][CH:4]=[CH:3][CH:2]=1, predict the reactants needed to synthesize it. The reactants are: [C:1]1([C:7]([C:9]2[CH:10]=[N:11][C:12]3[C:17]([C:18]=2[C:19]2[CH:24]=[CH:23][CH:22]=[CH:21][CH:20]=2)=[CH:16][CH:15]=[CH:14][C:13]=3[C:25]([F:28])([F:27])[F:26])=O)[CH:6]=[CH:5][CH:4]=[CH:3][CH:2]=1.Cl.[NH2:30][OH:31].O.O.O.C([O-])(=O)C.[Na+].